Dataset: Full USPTO retrosynthesis dataset with 1.9M reactions from patents (1976-2016). Task: Predict the reactants needed to synthesize the given product. (1) The reactants are: [C:1]([O:5][C:6]1[C:11](/[CH:12]=[CH:13]\OC)=[N:10][CH:9]=[CH:8][N:7]=1)([CH3:4])([CH3:3])[CH3:2].Cl.[F:17][C:18]1[CH:31]=[CH:30][CH:29]=[CH:28][C:19]=1[O:20][CH2:21][CH:22]1[CH2:27][CH2:26][NH:25][CH2:24][CH2:23]1.C(O[BH-](OC(=O)C)OC(=O)C)(=O)C.[Na+].C(=O)([O-])[O-].[Na+].[Na+]. Given the product [C:1]([O:5][C:6]1[C:11]([CH2:12][CH2:13][N:25]2[CH2:24][CH2:23][CH:22]([CH2:21][O:20][C:19]3[CH:28]=[CH:29][CH:30]=[CH:31][C:18]=3[F:17])[CH2:27][CH2:26]2)=[N:10][CH:9]=[CH:8][N:7]=1)([CH3:2])([CH3:3])[CH3:4], predict the reactants needed to synthesize it. (2) Given the product [Cl:1][C:2]1[N:3]=[C:4]([N:15]2[CH2:20][CH2:19][O:18][CH2:17][CH2:16]2)[C:5]2[S:10][C:9]([CH2:11][N:12]([CH3:13])[C:28](=[O:30])[CH3:29])=[C:8]([CH3:14])[C:6]=2[N:7]=1, predict the reactants needed to synthesize it. The reactants are: [Cl:1][C:2]1[N:3]=[C:4]([N:15]2[CH2:20][CH2:19][O:18][CH2:17][CH2:16]2)[C:5]2[S:10][C:9]([CH2:11][NH:12][CH3:13])=[C:8]([CH3:14])[C:6]=2[N:7]=1.C(N(CC)CC)C.[C:28](Cl)(=[O:30])[CH3:29]. (3) Given the product [Si:19]([CH2:26][CH2:27][C:2]([C:5]([O:8][C:9]([C:12]([S:15]([F:18])(=[O:17])=[O:16])([F:14])[F:13])([F:11])[F:10])([F:7])[F:6])([F:4])[F:3])([O:24][CH3:25])([O:22][CH3:23])[O:20][CH3:21], predict the reactants needed to synthesize it. The reactants are: I[C:2]([C:5]([O:8][C:9]([C:12]([S:15]([F:18])(=[O:17])=[O:16])([F:14])[F:13])([F:11])[F:10])([F:7])[F:6])([F:4])[F:3].[Si:19]([CH:26]=[CH2:27])([O:24][CH3:25])([O:22][CH3:23])[O:20][CH3:21].C(OOC(=O)C1C=CC=CC=1)(=O)C1C=CC=CC=1. (4) Given the product [Cl:3][C:4]1[CH:9]=[CH:8][C:7](/[C:10](/[C:21]2[CH:22]=[CH:23][C:24]([O:27][CH2:39][CH2:38][O:37][CH2:36][CH2:35][O:34][CH:29]3[CH2:30][CH2:31][CH2:32][CH2:33][O:28]3)=[CH:25][CH:26]=2)=[C:11](/[C:15]2[CH:20]=[CH:19][CH:18]=[CH:17][CH:16]=2)\[CH2:12][CH2:13][OH:14])=[CH:6][CH:5]=1, predict the reactants needed to synthesize it. The reactants are: [H-].[Na+].[Cl:3][C:4]1[CH:9]=[CH:8][C:7](/[C:10](/[C:21]2[CH:26]=[CH:25][C:24]([OH:27])=[CH:23][CH:22]=2)=[C:11](/[C:15]2[CH:20]=[CH:19][CH:18]=[CH:17][CH:16]=2)\[CH2:12][CH2:13][OH:14])=[CH:6][CH:5]=1.[O:28]1[CH2:33][CH2:32][CH2:31][CH2:30][CH:29]1[O:34][CH2:35][CH2:36][O:37][CH2:38][CH2:39]Cl.[Cl-].[NH4+]. (5) Given the product [NH:1]1[C:5]2[CH:4]=[CH:9][C:8]([C:10]([N:12]3[C@@H:21]4[C@@H:16]([C:17]5[C:25]([C:26]([NH2:29])=[O:28])=[CH:24][CH:23]=[CH:22][C:18]=5[CH2:19][CH2:20]4)[CH2:15][CH2:14][CH2:13]3)=[O:11])=[CH:7][C:6]=2[N:3]=[CH:2]1, predict the reactants needed to synthesize it. The reactants are: [NH:1]1[C:5]2[CH:6]=[CH:7][C:8]([C:10]([N:12]3[C@@H:21]4[C@@H:16]([C:17]5[C:25]([C:26]([OH:28])=O)=[CH:24][CH:23]=[CH:22][C:18]=5[CH2:19][CH2:20]4)[CH2:15][CH2:14][CH2:13]3)=[O:11])=[CH:9][C:4]=2[N:3]=[CH:2]1.[NH3:29]. (6) Given the product [C:1]([NH:9][C:10]1[N:15]=[CH:14][N:13]=[C:12]2[N:16]([C@@H:19]3[O:20][C@H:21](/[CH:29]=[CH:30]/[P:31](=[O:38])([O:32][CH2:33][CH3:34])[O:35][CH2:36][CH3:37])[C@@H:22]([OH:26])[C@H:23]3[OH:24])[N:17]=[CH:18][C:11]=12)(=[O:8])[C:2]1[CH:3]=[CH:4][CH:5]=[CH:6][CH:7]=1, predict the reactants needed to synthesize it. The reactants are: [C:1]([NH:9][C:10]1[N:15]=[CH:14][N:13]=[C:12]2[N:16]([C@H:19]3[C@@H:23]4[O:24]C(C)(C)[O:26][C@@H:22]4[C@@H:21](/[CH:29]=[CH:30]/[P:31](=[O:38])([O:35][CH2:36][CH3:37])[O:32][CH2:33][CH3:34])[O:20]3)[N:17]=[CH:18][C:11]=12)(=[O:8])[C:2]1[CH:7]=[CH:6][CH:5]=[CH:4][CH:3]=1.C(O)(C(F)(F)F)=O. (7) Given the product [Br:38][CH2:39][C:40]([N:12]([CH:13]1[CH2:18][CH2:17][N:16]([C:19]([O:21][CH2:22][C:23]2[CH:24]=[CH:25][CH:26]=[CH:27][CH:28]=2)=[O:20])[CH2:15][CH2:14]1)[C@H:3]1[C@H:2]([OH:1])[CH2:11][CH2:10][C:5]2([O:6][CH2:7][CH2:8][O:9]2)[CH2:4]1)=[O:41], predict the reactants needed to synthesize it. The reactants are: [OH:1][C@@H:2]1[CH2:11][CH2:10][C:5]2([O:9][CH2:8][CH2:7][O:6]2)[CH2:4][C@H:3]1[NH:12][CH:13]1[CH2:18][CH2:17][N:16]([C:19]([O:21][CH2:22][C:23]2[CH:28]=[CH:27][CH:26]=[CH:25][CH:24]=2)=[O:20])[CH2:15][CH2:14]1.C(N(C(C)C)C(C)C)C.[Br:38][CH2:39][C:40](Cl)=[O:41].C([O-])(O)=O.[Na+]. (8) The reactants are: [Br:1][C:2]1[N:11]=[C:10]2[C:5]([C:6](=[O:12])[CH2:7][CH2:8][NH:9]2)=[CH:4][CH:3]=1.[BH4-].[Na+].C(OCC)(=O)C.CCCCCC. Given the product [Br:1][C:2]1[N:11]=[C:10]2[C:5]([CH:6]([OH:12])[CH2:7][CH2:8][NH:9]2)=[CH:4][CH:3]=1, predict the reactants needed to synthesize it. (9) The reactants are: Br[C:2]1[N:3]=[C:4]([N:7]2[CH2:12][CH2:11][O:10][CH2:9][CH2:8]2)[S:5][CH:6]=1.[Li]CCCC.[F:18][C:19]([F:27])([F:26])[C:20](N(OC)C)=[O:21]. Given the product [F:18][C:19]([F:27])([F:26])[C:20]([C:2]1[N:3]=[C:4]([N:7]2[CH2:12][CH2:11][O:10][CH2:9][CH2:8]2)[S:5][CH:6]=1)=[O:21], predict the reactants needed to synthesize it.